This data is from CYP2D6 inhibition data for predicting drug metabolism from PubChem BioAssay. The task is: Regression/Classification. Given a drug SMILES string, predict its absorption, distribution, metabolism, or excretion properties. Task type varies by dataset: regression for continuous measurements (e.g., permeability, clearance, half-life) or binary classification for categorical outcomes (e.g., BBB penetration, CYP inhibition). Dataset: cyp2d6_veith. (1) The molecule is CC1CCCN(CC(O)COCC2COc3ccccc3O2)C1.Cl. The result is 1 (inhibitor). (2) The molecule is O=C(NCC1CCCO1)c1ccc(CS(=O)(=O)Cc2ccc(F)cc2)o1. The result is 0 (non-inhibitor). (3) The drug is CS(=O)(=O)Nc1cccc(-c2ccc3ncnc(N4CCOCC4)c3c2)c1. The result is 0 (non-inhibitor). (4) The drug is Cc1[nH]n(C(C)(C)C)c(=O)c1Sc1ccc(Cl)cc1. The result is 0 (non-inhibitor). (5) The molecule is Cc1cccc(CNc2nc(-c3cccnc3)nc3ccccc23)c1. The result is 1 (inhibitor). (6) The compound is Cc1noc(C)c1C(=O)N1CCC2(CCN(Cc3ccc(C#N)cc3)CC2)CC1. The result is 0 (non-inhibitor). (7) The molecule is Clc1ccc(Cc2nc(-c3cccnc3)no2)cc1. The result is 1 (inhibitor).